Regression. Given two drug SMILES strings and cell line genomic features, predict the synergy score measuring deviation from expected non-interaction effect. From a dataset of NCI-60 drug combinations with 297,098 pairs across 59 cell lines. Drug 1: CC1OCC2C(O1)C(C(C(O2)OC3C4COC(=O)C4C(C5=CC6=C(C=C35)OCO6)C7=CC(=C(C(=C7)OC)O)OC)O)O. Drug 2: CC1=C(C=C(C=C1)C(=O)NC2=CC(=CC(=C2)C(F)(F)F)N3C=C(N=C3)C)NC4=NC=CC(=N4)C5=CN=CC=C5. Cell line: OVCAR-8. Synergy scores: CSS=19.3, Synergy_ZIP=-1.86, Synergy_Bliss=1.21, Synergy_Loewe=-10.4, Synergy_HSA=-1.54.